Task: Predict which catalyst facilitates the given reaction.. Dataset: Catalyst prediction with 721,799 reactions and 888 catalyst types from USPTO (1) Reactant: C(OC([N:8]1[C:12]2[CH:13]=[CH:14][CH:15]=[CH:16][C:11]=2[N:10]=[C:9]1[CH2:17][NH:18][CH:19]1[C:28]2[N:27]=[CH:26][CH:25]=[CH:24][C:23]=2[CH2:22][CH2:21][CH2:20]1)=O)(C)(C)C.C(N(CC)C(C)C)(C)C.C([O:41][C:42]1[CH:47]=[C:46]([CH2:48]Br)[CH:45]=[CH:44][C:43]=1[C:50]#[N:51])(=O)C. Product: [NH2:51][CH2:50][C:43]1[CH:44]=[CH:45][C:46]([CH2:48][N:18]([CH2:17][C:9]2[NH:8][C:12]3[CH:13]=[CH:14][CH:15]=[CH:16][C:11]=3[N:10]=2)[CH:19]2[C:28]3[N:27]=[CH:26][CH:25]=[CH:24][C:23]=3[CH2:22][CH2:21][CH2:20]2)=[CH:47][C:42]=1[OH:41]. The catalyst class is: 23. (2) Reactant: [O:1]1[CH:5]=[CH:4][CH:3]=[C:2]1[C:6]1[CH:13]=[CH:12][C:11]([OH:14])=[CH:10][C:7]=1[C:8]#[N:9]. Product: [NH2:9][CH2:8][C:7]1[CH:10]=[C:11]([OH:14])[CH:12]=[CH:13][C:6]=1[C:2]1[O:1][CH:5]=[CH:4][CH:3]=1. The catalyst class is: 319. (3) Reactant: C[O:2][C:3]1[CH:8]=[CH:7][C:6]([O:9]C)=[CH:5][C:4]=1[C:11]([C:13]1[CH:18]=[CH:17][C:16]([O:19]C)=[CH:15][CH:14]=1)=[O:12].Cl.N1C=CC=CC=1.C(Cl)Cl. Product: [OH:2][C:3]1[CH:8]=[CH:7][C:6]([OH:9])=[CH:5][C:4]=1[C:11]([C:13]1[CH:18]=[CH:17][C:16]([OH:19])=[CH:15][CH:14]=1)=[O:12]. The catalyst class is: 33.